From a dataset of Forward reaction prediction with 1.9M reactions from USPTO patents (1976-2016). Predict the product of the given reaction. (1) Given the reactants C(O[C:4]([C:6]1[N:7]=[C:8]([Br:24])[N:9]([CH:21]([CH3:23])[CH3:22])[C:10]=1[CH:11]([C:13]1[CH:18]=[CH:17][C:16]([Cl:19])=[CH:15][C:14]=1[CH3:20])O)=[O:5])C.[NH2:25][C:26]1[CH:31]=[C:30]([Cl:32])[CH:29]=[CH:28][N:27]=1, predict the reaction product. The product is: [Br:24][C:8]1[N:9]([CH:21]([CH3:22])[CH3:23])[C:10]2[CH:11]([C:13]3[CH:18]=[CH:17][C:16]([Cl:19])=[CH:15][C:14]=3[CH3:20])[N:25]([C:26]3[CH:31]=[C:30]([Cl:32])[CH:29]=[CH:28][N:27]=3)[C:4](=[O:5])[C:6]=2[N:7]=1. (2) The product is: [S:20]1[CH:21]=[CH:22][C:18]([C:17]([C:14]2[C:11]3[S:12][CH:13]=[C:9]([C:8]([C:5]4[CH:6]=[CH:7][S:3][CH:4]=4)([CH2:7][CH2:6][CH2:5][CH2:8][CH2:9][CH2:10][CH2:11][CH3:14])[CH2:23][CH2:24][CH2:25][CH2:26][CH2:27][CH2:28][CH2:29][CH3:30])[C:10]=3[S:16][CH:15]=2)([CH2:23][CH2:24][CH2:25][CH2:26][CH2:27][CH2:28][CH2:29][CH3:30])[CH2:23][CH2:24][CH2:25][CH2:26][CH2:27][CH2:28][CH2:29][CH3:30])=[CH:19]1. Given the reactants [H-].[Na+].[S:3]1[CH:7]=[CH:6][C:5]([CH2:8][C:9]2[C:10]3[S:16][CH:15]=[C:14]([CH2:17][C:18]4[CH:22]=[CH:21][S:20][CH:19]=4)[C:11]=3[S:12][CH:13]=2)=[CH:4]1.[CH2:23](Br)[CH2:24][CH2:25][CH2:26][CH2:27][CH2:28][CH2:29][CH3:30].O, predict the reaction product. (3) The product is: [S:18](=[O:20])(=[O:19])([OH:22])[OH:21].[NH2:1][C:2]1[CH:7]=[CH:6][C:5]2[C:4](=[N:8][C:10]([OH:11])=[CH:12][CH:13]=2)[N:3]=1. Given the reactants [NH2:1][C:2]1[CH:7]=[CH:6][CH:5]=[C:4]([NH2:8])[N:3]=1.C(O)(=O)[CH:10]([CH2:12][C:13](O)=O)[OH:11].[S:18](=[O:22])(=[O:21])([OH:20])[OH:19], predict the reaction product. (4) Given the reactants [CH2:1]([O:3][C:4]([C:6]1[S:10][C:9]2=[CH:11][N:12]=[CH:13][N:8]2[CH:7]=1)=[O:5])[CH3:2].[C:14](Cl)(=[O:21])[C:15]1[CH:20]=[CH:19][CH:18]=[N:17][CH:16]=1.C(=O)([O-])O.[Na+], predict the reaction product. The product is: [CH2:1]([O:3][C:4]([C:6]1[S:10][C:9]2=[C:11]([C:14]([C:15]3[CH:16]=[N:17][CH:18]=[CH:19][CH:20]=3)=[O:21])[N:12]=[CH:13][N:8]2[CH:7]=1)=[O:5])[CH3:2]. (5) Given the reactants P(Br)(Br)([Br:3])=O.[CH3:6][CH:7]1[C:13]2[NH:14][C:15](=O)[CH:16]=[CH:17][C:12]=2[CH2:11][CH2:10][N:9]([C:19](=[O:24])[C:20]([F:23])([F:22])[F:21])[CH2:8]1, predict the reaction product. The product is: [Br:3][C:15]1[CH:16]=[CH:17][C:12]2[CH2:11][CH2:10][N:9]([C:19](=[O:24])[C:20]([F:23])([F:22])[F:21])[CH2:8][CH:7]([CH3:6])[C:13]=2[N:14]=1.